This data is from Reaction yield outcomes from USPTO patents with 853,638 reactions. The task is: Predict the reaction yield, written as a fraction of the theoretical maximum amount of product (1.0 means a 100% yield; for example, 0.34 means a 34% yield). The reactants are BrC1C=CC(O)=CC=1C.[Br:10][C:11]1[C:25]([CH3:26])=[CH:24][C:14]([O:15][CH2:16][O:17][CH2:18][CH2:19][Si:20]([CH3:23])([CH3:22])[CH3:21])=[C:13](OC)[CH:12]=1. No catalyst specified. The product is [Br:10][C:11]1[CH:12]=[CH:13][C:14]([O:15][CH2:16][O:17][CH2:18][CH2:19][Si:20]([CH3:21])([CH3:22])[CH3:23])=[CH:24][C:25]=1[CH3:26]. The yield is 0.860.